This data is from Full USPTO retrosynthesis dataset with 1.9M reactions from patents (1976-2016). The task is: Predict the reactants needed to synthesize the given product. Given the product [CH3:11][NH:10][C:8]([N:5]1[CH:4]=[CH:3][N:7]=[CH:6]1)=[O:9], predict the reactants needed to synthesize it. The reactants are: CN.[CH:3]1[N:7]=[CH:6][N:5]([C:8]([N:10]2C=NC=[CH:11]2)=[O:9])[CH:4]=1.